The task is: Predict which catalyst facilitates the given reaction.. This data is from Catalyst prediction with 721,799 reactions and 888 catalyst types from USPTO. (1) Reactant: C(=O)([O-])[O-].[Cs+].[Cs+].[Cl:7][C:8]1[CH:13]=[CH:12][C:11]([S:14]([NH:17][C@H:18]2[CH2:23][CH2:22][CH2:21][CH2:20][C@H:19]2[C:24]([NH2:26])=[O:25])(=[O:16])=[O:15])=[CH:10][CH:9]=1.Cl[CH2:28][C:29]1[CH:39]=[CH:38][C:32]([C:33]([NH:35][CH2:36][CH3:37])=[O:34])=[CH:31][CH:30]=1.[I-].[K+]. Product: [C:24]([C@H:19]1[CH2:20][CH2:21][CH2:22][CH2:23][C@H:18]1[N:17]([CH2:28][C:29]1[CH:39]=[CH:38][C:32]([C:33]([NH:35][CH2:36][CH3:37])=[O:34])=[CH:31][CH:30]=1)[S:14]([C:11]1[CH:12]=[CH:13][C:8]([Cl:7])=[CH:9][CH:10]=1)(=[O:15])=[O:16])(=[O:25])[NH2:26]. The catalyst class is: 39. (2) Reactant: [CH2:1]([O:3][C:4]1[CH:5]=[C:6]([C:13]([O:21]C)(OC)[CH2:14][CH2:15][C:16]([O-:18])=O)[CH:7]=[CH:8][C:9]=1[O:10][CH2:11][CH3:12])[CH3:2].[K+].ClC1C=C(Cl)C=C(Cl)C=1C(Cl)=O.[NH2:36][C:37]1[S:41][C:40]([C:42]([O:44][C:45]([CH3:48])([CH3:47])[CH3:46])=[O:43])=[C:39]([C:49]2[CH:54]=[CH:53][CH:52]=[CH:51][CH:50]=2)[CH:38]=1.Cl. Product: [CH2:1]([O:3][C:4]1[CH:5]=[C:6]([C:13](=[O:21])[CH2:14][CH2:15][C:16]([NH:36][C:37]2[S:41][C:40]([C:42]([O:44][C:45]([CH3:48])([CH3:47])[CH3:46])=[O:43])=[C:39]([C:49]3[CH:50]=[CH:51][CH:52]=[CH:53][CH:54]=3)[CH:38]=2)=[O:18])[CH:7]=[CH:8][C:9]=1[O:10][CH2:11][CH3:12])[CH3:2]. The catalyst class is: 531. (3) Reactant: [C:1]([C:4]1[S:5][C:6]([Cl:9])=[CH:7][CH:8]=1)(=[O:3])[CH3:2].[H-].[Na+].[C:12](=O)([O:16]CC)[O:13][CH2:14][CH3:15].Cl. Product: [Cl:9][C:6]1[S:5][C:4]([C:1](=[O:3])[CH2:2][C:12]([O:13][CH2:14][CH3:15])=[O:16])=[CH:8][CH:7]=1. The catalyst class is: 6. (4) Reactant: [CH:1]1([O:5][C:6]2[CH:7]=[C:8]([F:20])[C:9]([F:19])=[C:10]([CH:18]=2)[C:11]([O:13]C2CCC2)=[O:12])[CH2:4][CH2:3][CH2:2]1.C(O)C.[OH-].[Na+]. Product: [CH:1]1([O:5][C:6]2[CH:7]=[C:8]([F:20])[C:9]([F:19])=[C:10]([CH:18]=2)[C:11]([OH:13])=[O:12])[CH2:4][CH2:3][CH2:2]1. The catalyst class is: 6.